Dataset: Full USPTO retrosynthesis dataset with 1.9M reactions from patents (1976-2016). Task: Predict the reactants needed to synthesize the given product. (1) Given the product [F:1][C:2]([CH:14]1[CH2:19][CH2:18][N:17]([C:27](=[O:28])[CH2:26][C:23]2[CH:24]=[CH:25][N:20]=[N:21][CH:22]=2)[CH2:16][CH2:15]1)([S:4]([C:7]1[CH:12]=[CH:11][CH:10]=[C:9]([F:13])[CH:8]=1)(=[O:6])=[O:5])[CH3:3], predict the reactants needed to synthesize it. The reactants are: [F:1][C:2]([CH:14]1[CH2:19][CH2:18][NH:17][CH2:16][CH2:15]1)([S:4]([C:7]1[CH:12]=[CH:11][CH:10]=[C:9]([F:13])[CH:8]=1)(=[O:6])=[O:5])[CH3:3].[N:20]1[CH:25]=[CH:24][C:23]([CH2:26][C:27]([O-])=[O:28])=[CH:22][N:21]=1.[Na+].C(N(CC)CC)C.CN(C(ON1N=NC2C=CC=NC1=2)=[N+](C)C)C.F[P-](F)(F)(F)(F)F. (2) Given the product [CH3:1][N:2]([CH3:13])[CH2:3][CH2:4][O:5][C:6]1[CH:12]=[CH:11][CH:10]=[CH:9][C:7]=1[NH:8][C:23]([NH:22][C:14](=[O:21])[C:15]1[CH:16]=[CH:17][CH:18]=[CH:19][CH:20]=1)=[S:24], predict the reactants needed to synthesize it. The reactants are: [CH3:1][N:2]([CH3:13])[CH2:3][CH2:4][O:5][C:6]1[CH:12]=[CH:11][CH:10]=[CH:9][C:7]=1[NH2:8].[C:14]([N:22]=[C:23]=[S:24])(=[O:21])[C:15]1[CH:20]=[CH:19][CH:18]=[CH:17][CH:16]=1. (3) Given the product [F:1][C:2]1[CH:3]=[CH:4][C:5]([C:8]2[N:16]([CH3:17])[C:11]3=[N:12][CH:13]=[CH:14][CH:15]=[C:10]3[CH:9]=2)=[CH:6][CH:7]=1, predict the reactants needed to synthesize it. The reactants are: [F:1][C:2]1[CH:7]=[CH:6][C:5]([C:8]2[N:16]([CH3:17])[C:11]3=[N:12][CH:13]=[CH:14][CH:15]=[C:10]3[C:9]=2C=CC(O)=O)=[CH:4][CH:3]=1.COC1C=C(C2N(C)C3=NC=CC=C3C=2C=CC(O)=O)C=CC=1OC.N1C=CC(C2N(C)C3=NC=CC=C3C=2C=CC(O)=O)=CC=1.C1OC2C=CC(C3N(C)C4=NC=CC=C4C=3C=CC(O)=O)=CC=2O1.